From a dataset of Catalyst prediction with 721,799 reactions and 888 catalyst types from USPTO. Predict which catalyst facilitates the given reaction. (1) Reactant: [F:1][C:2]1[CH:3]=[N:4][C:5]([N:8]2[CH2:16][C@@H:15]3[C@@:10]([C:18]4[S:19][CH:20]=[CH:21][CH:22]=4)([N:11]=[C:12]([NH2:17])[S:13][CH2:14]3)[CH2:9]2)=[N:6][CH:7]=1.COC(C)(C)C.[ClH:29]. Product: [ClH:29].[F:1][C:2]1[CH:7]=[N:6][C:5]([N:8]2[CH2:16][C@@H:15]3[C@@:10]([C:18]4[S:19][CH:20]=[CH:21][CH:22]=4)([N:11]=[C:12]([NH2:17])[S:13][CH2:14]3)[CH2:9]2)=[N:4][CH:3]=1. The catalyst class is: 13. (2) Reactant: [Cl:1][C:2]1[CH:42]=[CH:41][C:5]([CH2:6][N:7]2[C:15]3[C:14](=[O:16])[N:13](CC4C=CC(OC)=CC=4)[C:12](=[O:26])[N:11]([CH3:27])[C:10]=3[N:9]=[C:8]2[C:28](=[O:40])[C:29]2[CH:34]=[CH:33][CH:32]=[C:31]([O:35][C:36]([F:39])([F:38])[F:37])[CH:30]=2)=[CH:4][CH:3]=1.C(O)(C(F)(F)F)=O.FC(F)(F)S(O)(=O)=O. Product: [Cl:1][C:2]1[CH:3]=[CH:4][C:5]([CH2:6][N:7]2[C:15]3[C:14](=[O:16])[NH:13][C:12](=[O:26])[N:11]([CH3:27])[C:10]=3[N:9]=[C:8]2[C:28](=[O:40])[C:29]2[CH:34]=[CH:33][CH:32]=[C:31]([O:35][C:36]([F:37])([F:38])[F:39])[CH:30]=2)=[CH:41][CH:42]=1. The catalyst class is: 2. (3) Product: [CH2:38]([O:37][C:35]([N:32]1[CH2:33][CH2:34][CH:29]([CH:24]([C:25](=[O:28])[NH:26][OH:27])[CH2:23][S:20]([N:17]2[CH2:16][CH2:15][C:14]3[C:13]4[C:8](=[CH:9][CH:10]=[CH:11][CH:12]=4)[NH:7][C:19]=3[CH2:18]2)(=[O:22])=[O:21])[CH2:30][CH2:31]1)=[O:36])[C:39]1[CH:44]=[CH:43][CH:42]=[CH:41][CH:40]=1. The catalyst class is: 5. Reactant: ClC(Cl)(Cl)COC([N:7]1[C:19]2[CH2:18][N:17]([S:20]([CH2:23][CH:24]([CH:29]3[CH2:34][CH2:33][N:32]([C:35]([O:37][CH2:38][C:39]4[CH:44]=[CH:43][CH:42]=[CH:41][CH:40]=4)=[O:36])[CH2:31][CH2:30]3)[C:25](=[O:28])[NH:26][OH:27])(=[O:22])=[O:21])[CH2:16][CH2:15][C:14]=2[C:13]2[C:8]1=[CH:9][CH:10]=[CH:11][CH:12]=2)=O.[OH-].[Na+]. (4) Reactant: [Cl:1][C:2]1[CH:27]=[CH:26][C:5]2[N:6]([CH:11]3[CH2:15][N:14]([CH2:16][C:17]4[CH:22]=[CH:21][C:20]([O:23][CH3:24])=[CH:19][CH:18]=4)[C:13](=[O:25])[CH2:12]3)[C:7]([CH2:9]Cl)=[N:8][C:4]=2[CH:3]=1.[CH3:28][S:29]([C:32]1[C:40]2[C:35](=[CH:36][N:37]=[CH:38][CH:39]=2)[NH:34][N:33]=1)(=[O:31])=[O:30].C([O-])([O-])=O.[Cs+].[Cs+]. Product: [Cl:1][C:2]1[CH:27]=[CH:26][C:5]2[N:6]([CH:11]3[CH2:15][N:14]([CH2:16][C:17]4[CH:18]=[CH:19][C:20]([O:23][CH3:24])=[CH:21][CH:22]=4)[C:13](=[O:25])[CH2:12]3)[C:7]([CH2:9][N:34]3[C:35]4=[CH:36][N:37]=[CH:38][CH:39]=[C:40]4[C:32]([S:29]([CH3:28])(=[O:30])=[O:31])=[N:33]3)=[N:8][C:4]=2[CH:3]=1. The catalyst class is: 303.